Binary Classification. Given a miRNA mature sequence and a target amino acid sequence, predict their likelihood of interaction. From a dataset of Experimentally validated miRNA-target interactions with 360,000+ pairs, plus equal number of negative samples. (1) The miRNA is hsa-miR-330-5p with sequence UCUCUGGGCCUGUGUCUUAGGC. The protein sequence of the target gene is MEVLQCDGCDFRAPSYEDLKAHIQDVHTAFLQPTDVAEDNVNELRCGSVNASNQTEVEFSSIKDEFAIAEDLSGQNATSLGTGGYYGHSPGYYGQHIAANPKPTNKFFQCKFCVRYFRSKNLLIEHTRKVHGAQAEGSSSGPPVPGSLNYNIMMHEGFGKVFSCQFCTYKSPRRARIIKHQKMYHKNNLKETTAPPPAPAPMPDPVVPPVSLQDPCKELPAEVVERSILESMVKPLTKSRGNFCCEWCSYQTPRRERWCDHMMKKHRSMVKILSSLRQQQEGTNLPDVPNKSAPSPTSNS.... Result: 1 (interaction). (2) The miRNA is mmu-miR-770-5p with sequence AGCACCACGUGUCUGGGCCACG. The protein sequence of the target gene is MSLAGGRAPRKTAGNRLSGLLEAEEEDEFYQTTYGGFTEESGDDEYQGDQSDTEDEVDSDFDIDEGDEPSSDGEAEEPRRKRRVVTKAYKEPLKSLRPRKVNTPAGSSQKAREEKALLPLELQDDGSDSRKSMRQSTAEHTRQTFLRVQERQGQSRRRKGPHCERPLTQEELLREAKITEELNLRSLETYERLEADKKKQVHKKRKCPGPIITYHSVTVPLVGEPGPKEENVDIEGLDPAPSVSALTPHAGTGPVNPPARCSRTFITFSDDATFEEWFPQGRPPKVPVREVCPVTHRPAL.... Result: 0 (no interaction). (3) The miRNA is hsa-miR-3162-3p with sequence UCCCUACCCCUCCACUCCCCA. The protein sequence of the target gene is MEMPLPPDDQELRNVIDKLAQFVARNGPEFEKMTMEKQKDNPKFSFLFGGEFYSYYKCKLALEQQQLICKQQTPELEPAATMPPLPQPPLAPAAPIPPAQGAPSMDELIQQSQWNLQQQEQHLLALRQEQVTAAVAHAVEQQMQKLLEETQLDMNEFDNLLQPIIDTCTKDAISAGKNWMFSNAKSPPHCELMAGHLRNRITADGAHFELRLHLIYLINDVLHHCQRKQARELLAALQKVVVPIYCTSFLAVEEDKQQKIARLLQLWEKNGYFDDSIIQQLQSPALGLGQYQATLINEYS.... Result: 1 (interaction). (4) The miRNA is hsa-miR-378h with sequence ACUGGACUUGGUGUCAGAUGG. The protein sequence of the target gene is MIGDILLFGTLLMNAGAVLNFKLKKKDTQGFGEESKEPSTGDNIREFLLSLRYFRIFIALWNVFMMLCMIVLFGS. Result: 0 (no interaction). (5) The miRNA is hsa-miR-3143 with sequence AUAACAUUGUAAAGCGCUUCUUUCG. The protein sequence of the target gene is MAEISDLDRQIEQLRRCELIKESEVKALCAKAREILVEESNVQRVDSPVTVCGDIHGQFYDLKELFRVGGDVPETNYLFMGDFVDRGFYSVETFLLLLALKVRYPDRITLIRGNHESRQITQVYGFYDECLRKYGSVTVWRYCTEIFDYLSLSAIIDGKIFCVHGGLSPSIQTLDQIRTIDRKQEVPHDGPMCDLLWSDPEDTTGWGVSPRGAGYLFGSDVVAQFNAANDIDMICRAHQLVMEGYKWHFNETVLTVWSAPNYCYRCGNVAAILELDEHLQKDFIIFEAAPQETRGIPSKK.... Result: 0 (no interaction).